This data is from Catalyst prediction with 721,799 reactions and 888 catalyst types from USPTO. The task is: Predict which catalyst facilitates the given reaction. Reactant: [C:12]([O:11][C:9](O[C:9]([O:11][C:12]([CH3:15])([CH3:14])[CH3:13])=[O:10])=[O:10])([CH3:15])([CH3:14])[CH3:13].[NH2:16][C@H:17]1[C:25]2[C:20](=[CH:21][CH:22]=[CH:23][CH:24]=2)[CH2:19][C@H:18]1[OH:26].C(N(CC)CC)C. Product: [OH:26][C@@H:18]1[CH2:19][C:20]2[C:25](=[CH:24][CH:23]=[CH:22][CH:21]=2)[C@@H:17]1[NH:16][C:9](=[O:10])[O:11][C:12]([CH3:13])([CH3:14])[CH3:15]. The catalyst class is: 2.